From a dataset of Full USPTO retrosynthesis dataset with 1.9M reactions from patents (1976-2016). Predict the reactants needed to synthesize the given product. (1) Given the product [CH2:1]([O:8][CH2:9][CH:10]1[CH2:15][CH2:14][CH:13]([CH:16]=[O:17])[CH2:12][CH2:11]1)[C:2]1[CH:7]=[CH:6][CH:5]=[CH:4][CH:3]=1, predict the reactants needed to synthesize it. The reactants are: [CH2:1]([O:8][CH2:9][CH:10]1[CH2:15][CH2:14][CH:13]([CH2:16][OH:17])[CH2:12][CH2:11]1)[C:2]1[CH:7]=[CH:6][CH:5]=[CH:4][CH:3]=1.CC(OI1(OC(C)=O)(OC(C)=O)OC(=O)C2C=CC=CC1=2)=O.C([O-])(O)=O.[Na+]. (2) Given the product [CH3:17][C:18]1([CH3:34])[C:22]([CH3:24])([CH3:23])[O:21][B:20]([C:2]2[CH:14]=[CH:13][C:12]3[C:11]4[C:6](=[CH:7][CH:8]=[CH:9][CH:10]=4)[C:5]([CH3:16])([CH3:15])[C:4]=3[CH:3]=2)[O:19]1, predict the reactants needed to synthesize it. The reactants are: Br[C:2]1[CH:14]=[CH:13][C:12]2[C:11]3[C:6](=[CH:7][CH:8]=[CH:9][CH:10]=3)[C:5]([CH3:16])([CH3:15])[C:4]=2[CH:3]=1.[CH3:17][C:18]1([CH3:34])[C:22]([CH3:24])([CH3:23])[O:21][B:20]([B:20]2[O:21][C:22]([CH3:24])([CH3:23])[C:18]([CH3:34])([CH3:17])[O:19]2)[O:19]1.C([O-])(=O)C.[K+]. (3) Given the product [C:1]([NH:9][C:10]1[C:18]2[C:13](=[CH:14][CH:15]=[C:16]([NH:19][C:20]3[C:23](=[O:24])[C:22](=[O:25])[C:21]=3[NH:46][C@@H:44]([C:40]3[CH:41]=[CH:42][CH:43]=[C:38]([O:37][CH3:36])[CH:39]=3)[CH3:45])[CH:17]=2)[N:12]([C:29]([O:31][C:32]([CH3:33])([CH3:34])[CH3:35])=[O:30])[N:11]=1)(=[O:8])[C:2]1[CH:7]=[CH:6][CH:5]=[CH:4][CH:3]=1, predict the reactants needed to synthesize it. The reactants are: [C:1]([NH:9][C:10]1[C:18]2[C:13](=[CH:14][CH:15]=[C:16]([NH:19][C:20]3[C:23](=[O:24])[C:22](=[O:25])[C:21]=3OCC)[CH:17]=2)[N:12]([C:29]([O:31][C:32]([CH3:35])([CH3:34])[CH3:33])=[O:30])[N:11]=1)(=[O:8])[C:2]1[CH:7]=[CH:6][CH:5]=[CH:4][CH:3]=1.[CH3:36][O:37][C:38]1[CH:39]=[C:40]([C@H:44]([NH2:46])[CH3:45])[CH:41]=[CH:42][CH:43]=1.C(N(CC)CC)C. (4) Given the product [CH3:1][N:2]1[CH2:7][CH2:6][N:5]([C:8]([C:10]2[CH:11]=[CH:12][C:13]([C:16]3[N:17]=[CH:18][C:19]4[N:20]([C:22]([C:25]5[CH:26]=[C:27]([CH:33]=[CH:34][CH:35]=5)[C:28]([OH:30])=[O:29])=[CH:23][N:24]=4)[CH:21]=3)=[CH:14][CH:15]=2)=[O:9])[CH2:4][CH2:3]1, predict the reactants needed to synthesize it. The reactants are: [CH3:1][N:2]1[CH2:7][CH2:6][N:5]([C:8]([C:10]2[CH:15]=[CH:14][C:13]([C:16]3[N:17]=[CH:18][C:19]4[N:20]([C:22]([C:25]5[CH:26]=[C:27]([CH:33]=[CH:34][CH:35]=5)[C:28]([O:30]CC)=[O:29])=[CH:23][N:24]=4)[CH:21]=3)=[CH:12][CH:11]=2)=[O:9])[CH2:4][CH2:3]1.[Li+].[OH-]. (5) The reactants are: C(Cl)(=O)C(Cl)=O.CS(C)=O.[Cl:11][C:12]1[CH:13]=[C:14]([C@H:19]2[C@H:25]([CH2:26][OH:27])[O:24][CH2:23][CH2:22][N:21]([C:28]([O:30][C:31]([CH3:34])([CH3:33])[CH3:32])=[O:29])[CH2:20]2)[CH:15]=[CH:16][C:17]=1[Cl:18].O. Given the product [Cl:11][C:12]1[CH:13]=[C:14]([C@H:19]2[C@H:25]([CH:26]=[O:27])[O:24][CH2:23][CH2:22][N:21]([C:28]([O:30][C:31]([CH3:34])([CH3:33])[CH3:32])=[O:29])[CH2:20]2)[CH:15]=[CH:16][C:17]=1[Cl:18], predict the reactants needed to synthesize it. (6) Given the product [OH:19][C:14]1[C:13]([CH:28]=[O:29])=[C:11]2[CH:12]=[C:8]([C:5]3[CH:4]=[CH:3][C:2]([OH:1])=[CH:7][CH:6]=3)[O:9][C:10]2=[C:16]([O:17][CH3:18])[CH:15]=1, predict the reactants needed to synthesize it. The reactants are: [OH:1][C:2]1[CH:7]=[CH:6][C:5]([C:8]2[O:9][C:10]3[C:16]([O:17][CH3:18])=[CH:15][C:14]([OH:19])=[CH:13][C:11]=3[CH:12]=2)=[CH:4][CH:3]=1.O=P(Cl)(Cl)Cl.[OH-].[Na+].Cl.[C:28]([O-])(O)=[O:29].[Na+]. (7) The reactants are: [C:1]([C:3]1[CH:8]=[CH:7][C:6]([CH:9]2[N:14]([CH2:15][C:16]3[O:20][C:19]([C:21]([O:23]C)=[O:22])=[CH:18][CH:17]=3)[C:13](=[O:25])[N:12]([C:26]3[CH:31]=[CH:30][CH:29]=[C:28]([C:32]([F:35])([F:34])[F:33])[CH:27]=3)[C:11]([CH3:36])=[C:10]2[C:37]([CH:39]2[CH2:41][CH2:40]2)=[O:38])=[CH:5][CH:4]=1)#[N:2].[OH-].[Li+].Cl.CO. Given the product [C:1]([C:3]1[CH:8]=[CH:7][C:6]([CH:9]2[N:14]([CH2:15][C:16]3[O:20][C:19]([C:21]([OH:23])=[O:22])=[CH:18][CH:17]=3)[C:13](=[O:25])[N:12]([C:26]3[CH:31]=[CH:30][CH:29]=[C:28]([C:32]([F:33])([F:34])[F:35])[CH:27]=3)[C:11]([CH3:36])=[C:10]2[C:37]([CH:39]2[CH2:40][CH2:41]2)=[O:38])=[CH:5][CH:4]=1)#[N:2], predict the reactants needed to synthesize it. (8) Given the product [C:6]([C:10]1[CH:11]=[C:12]2[C:16](=[C:17]([Si:22]([Cl:21])([CH3:24])[CH3:23])[CH:18]=1)[CH2:15][C:14]([CH3:20])=[CH:13]2)([CH3:9])([CH3:8])[CH3:7], predict the reactants needed to synthesize it. The reactants are: [Mg].BrCCBr.[C:6]([C:10]1[CH:11]=[C:12]2[C:16](=[C:17](Br)[CH:18]=1)[CH2:15][C:14]([CH3:20])=[CH:13]2)([CH3:9])([CH3:8])[CH3:7].[Cl:21][Si:22](Cl)([CH3:24])[CH3:23]. (9) Given the product [ClH:3].[Cl:3][CH2:23][C:17]1[N:18]([CH2:19][CH:20]([CH3:22])[CH3:21])[C:14]2[C:13]3[CH2:12][CH2:11][CH2:10][CH2:9][C:8]=3[N:7]=[C:6]([NH2:5])[C:15]=2[N:16]=1, predict the reactants needed to synthesize it. The reactants are: S(Cl)([Cl:3])=O.[NH2:5][C:6]1[C:15]2[N:16]=[C:17]([CH2:23]O)[N:18]([CH2:19][CH:20]([CH3:22])[CH3:21])[C:14]=2[C:13]2[CH2:12][CH2:11][CH2:10][CH2:9][C:8]=2[N:7]=1. (10) Given the product [CH3:9][O:8][P:7]1([O:12][CH3:13])([O:10][CH3:11])[O:6][C:2]([CH3:1])=[C:3]([CH3:4])[O:5]1, predict the reactants needed to synthesize it. The reactants are: [CH3:1][C:2](=[O:6])[C:3](=[O:5])[CH3:4].[P:7]([O:12][CH3:13])([O:10][CH3:11])[O:8][CH3:9].